Dataset: Catalyst prediction with 721,799 reactions and 888 catalyst types from USPTO. Task: Predict which catalyst facilitates the given reaction. Reactant: [H-].[Na+].[Cl:3][C:4]1[CH:5]=[C:6]([CH:10]([OH:24])[C@@H:11]2[CH2:16][CH2:15][CH2:14][N:13]([C:17]([O:19][C:20]([CH3:23])([CH3:22])[CH3:21])=[O:18])[CH2:12]2)[CH:7]=[CH:8][CH:9]=1.[CH2:25]([O:27][C:28](=[O:32])[CH2:29][CH2:30]Br)[CH3:26]. Product: [Cl:3][C:4]1[CH:5]=[C:6]([CH:10]([O:24][CH2:30][CH2:29][C:28]([O:27][CH2:25][CH3:26])=[O:32])[C@@H:11]2[CH2:16][CH2:15][CH2:14][N:13]([C:17]([O:19][C:20]([CH3:21])([CH3:23])[CH3:22])=[O:18])[CH2:12]2)[CH:7]=[CH:8][CH:9]=1. The catalyst class is: 3.